Dataset: Peptide-MHC class II binding affinity with 134,281 pairs from IEDB. Task: Regression. Given a peptide amino acid sequence and an MHC pseudo amino acid sequence, predict their binding affinity value. This is MHC class II binding data. The peptide sequence is AKGEAGPTGARGPEG. The MHC is HLA-DQA10302-DQB10401 with pseudo-sequence HLA-DQA10303-DQB10402. The binding affinity (normalized) is 0.